The task is: Predict which catalyst facilitates the given reaction.. This data is from Catalyst prediction with 721,799 reactions and 888 catalyst types from USPTO. (1) Reactant: [CH2:1]([NH:8][C@H:9]1[CH2:14][CH2:13][C@H:12]([C:15]([O:24][Si](CC)(CC)CC)([C:20]([F:23])([F:22])[F:21])[C:16]([F:19])([F:18])[F:17])[CH2:11][CH2:10]1)[C:2]1[CH:7]=[CH:6][CH:5]=[CH:4][CH:3]=1.N1C=CC=CC=1.[F:38][C:39]([F:50])([F:49])[C:40](O[C:40](=[O:41])[C:39]([F:50])([F:49])[F:38])=[O:41].CCCC[N+](CCCC)(CCCC)CCCC.[F-]. Product: [CH2:1]([N:8]([C@H:9]1[CH2:10][CH2:11][C@H:12]([C:15]([OH:24])([C:16]([F:17])([F:19])[F:18])[C:20]([F:21])([F:22])[F:23])[CH2:13][CH2:14]1)[C:40](=[O:41])[C:39]([F:50])([F:49])[F:38])[C:2]1[CH:7]=[CH:6][CH:5]=[CH:4][CH:3]=1. The catalyst class is: 2. (2) Reactant: [NH:1]1[CH2:4][CH:3]([NH:5][C:6]2[CH:7]=[C:8]3[C:17](=[CH:18][C:19]=2[O:20][C:21]2[CH:26]=[CH:25][CH:24]=[CH:23][CH:22]=2)[O:16][CH2:15][C:14]2[N:9]3[CH:10]([CH3:28])[C:11](=[O:27])[NH:12][N:13]=2)[CH2:2]1.[C:29]([OH:35])([C:31]([F:34])([F:33])[F:32])=[O:30]. Product: [F:32][C:31]([F:34])([F:33])[C:29]([OH:35])=[O:30].[NH:1]1[CH2:2][CH:3]([NH:5][C:6]2[CH:7]=[C:8]3[C:17](=[CH:18][C:19]=2[O:20][C:21]2[CH:26]=[CH:25][CH:24]=[CH:23][CH:22]=2)[O:16][CH2:15][C:14]2[N:9]3[CH:10]([CH3:28])[C:11](=[O:27])[NH:12][N:13]=2)[CH2:4]1. The catalyst class is: 2. (3) Reactant: [OH:1][C:2]1[C:3]([C:19](OC)=[O:20])=[N:4][N:5]2[CH:10]([C:11]3[CH:12]=[N:13][CH:14]=[CH:15][CH:16]=3)[CH2:9][N:8]([CH3:17])[C:7](=[O:18])[C:6]=12.[F:23][C:24]1[CH:31]=[CH:30][C:27]([CH2:28][NH2:29])=[CH:26][CH:25]=1. Product: [F:23][C:24]1[CH:31]=[CH:30][C:27]([CH2:28][NH:29][C:19]([C:3]2[C:2]([OH:1])=[C:6]3[C:7](=[O:18])[N:8]([CH3:17])[CH2:9][CH:10]([C:11]4[CH:12]=[N:13][CH:14]=[CH:15][CH:16]=4)[N:5]3[N:4]=2)=[O:20])=[CH:26][CH:25]=1. The catalyst class is: 5. (4) Reactant: [C:1]([C:4]1[C:12]2[O:11][C:10]([C:13]3[CH:33]=[CH:32][C:16]([CH2:17][NH:18][CH:19]4[CH2:24][CH2:23][N:22](C(OC(C)(C)C)=O)[CH2:21][CH2:20]4)=[CH:15][CH:14]=3)=[CH:9][C:8]=2[CH:7]=[C:6]([F:34])[CH:5]=1)(=[O:3])[NH2:2].FC(F)(F)C(O)=O. Product: [F:34][C:6]1[CH:5]=[C:4]([C:1]([NH2:2])=[O:3])[C:12]2[O:11][C:10]([C:13]3[CH:33]=[CH:32][C:16]([CH2:17][NH:18][CH:19]4[CH2:20][CH2:21][NH:22][CH2:23][CH2:24]4)=[CH:15][CH:14]=3)=[CH:9][C:8]=2[CH:7]=1. The catalyst class is: 4. (5) Reactant: [CH3:1][C:2]1[N:7]=[C:6]([CH2:8][OH:9])[CH:5]=[CH:4][CH:3]=1.[H-].[Na+].[N:12]1([C:18]([Cl:20])=[O:19])[CH2:17][CH2:16][O:15][CH2:14][CH2:13]1. The catalyst class is: 1. Product: [ClH:20].[N:12]1([C:18]([O:9][CH2:8][C:6]2[CH:5]=[CH:4][CH:3]=[C:2]([CH3:1])[N:7]=2)=[O:19])[CH2:17][CH2:16][O:15][CH2:14][CH2:13]1. (6) Reactant: [NH2:1][C:2]1[CH:3]=[CH:4][CH:5]=[C:6]2[C:11]=1[N:10]=[CH:9][CH:8]=[CH:7]2.C(N(CC)CC)C.[N:19]1[C:28]2[C:23](=[CH:24][CH:25]=[CH:26][C:27]=2[S:29](Cl)(=[O:31])=[O:30])[CH:22]=[CH:21][CH:20]=1. Product: [N:10]1[C:11]2[C:6](=[CH:5][CH:4]=[CH:3][C:2]=2[NH:1][S:29]([C:27]2[CH:26]=[CH:25][CH:24]=[C:23]3[C:28]=2[N:19]=[CH:20][CH:21]=[CH:22]3)(=[O:30])=[O:31])[CH:7]=[CH:8][CH:9]=1. The catalyst class is: 22. (7) Reactant: [NH2:1][C:2]1[CH:9]=[CH:8][C:5]([C:6]#[N:7])=[C:4]([O:10][CH2:11][O:12][CH2:13][CH2:14][O:15][CH3:16])[CH:3]=1.[F:17][C:18]1[CH:25]=[CH:24][C:21]([CH:22]=O)=[CH:20][CH:19]=1.C(O[BH-](OC(=O)C)OC(=O)C)(=O)C.[Na+].[OH-].[Na+]. Product: [F:17][C:18]1[CH:25]=[CH:24][C:21]([CH2:22][NH:1][C:2]2[CH:9]=[CH:8][C:5]([C:6]#[N:7])=[C:4]([O:10][CH2:11][O:12][CH2:13][CH2:14][O:15][CH3:16])[CH:3]=2)=[CH:20][CH:19]=1. The catalyst class is: 26. (8) Reactant: [CH3:1][N:2]1[CH2:7][CH2:6][CH:5]([CH2:8][NH2:9])[CH2:4][CH2:3]1.[Cl:10][C:11]1[CH:16]=[CH:15][CH:14]=[CH:13][C:12]=1[CH2:17][N:18]1[C:23](=[O:24])[C:22]([C:25]([NH:27][CH2:28][C:29]([O:31]CC)=[O:30])=[O:26])=[C:21]([OH:34])[C:20]([C:35](OC)=[O:36])=[C:19]1[OH:39]. Product: [Cl:10][C:11]1[CH:16]=[CH:15][CH:14]=[CH:13][C:12]=1[CH2:17][N:18]1[C:19]([OH:39])=[C:20]([C:35]([NH:9][CH2:8][CH:5]2[CH2:6][CH2:7][N:2]([CH3:1])[CH2:3][CH2:4]2)=[O:36])[C:21]([OH:34])=[C:22]([C:25]([NH:27][CH2:28][C:29]([OH:31])=[O:30])=[O:26])[C:23]1=[O:24]. The catalyst class is: 22.